Dataset: Full USPTO retrosynthesis dataset with 1.9M reactions from patents (1976-2016). Task: Predict the reactants needed to synthesize the given product. The reactants are: ClC1C=C(S([N:11]2[C:19]3[C:14](=[C:15]([O:32][CH3:33])[CH:16]=[C:17]([C:20]([NH:22][C:23]4[CH:31]=[CH:30][C:26]([C:27]([OH:29])=[O:28])=[CH:25][CH:24]=4)=[O:21])[CH:18]=3)[CH2:13][CH2:12]2)(=O)=O)C=CC=1.[CH2:34](OC(=O)C1C=CC(N)=CC=1)[CH3:35]. Given the product [CH2:34]([O:29][C:27](=[O:28])[C:26]1[CH:25]=[CH:24][C:23]([NH:22][C:20]([C:17]2[CH:18]=[C:19]3[C:14]([CH2:13][CH2:12][NH:11]3)=[C:15]([O:32][CH3:33])[CH:16]=2)=[O:21])=[CH:31][CH:30]=1)[CH3:35], predict the reactants needed to synthesize it.